From a dataset of Full USPTO retrosynthesis dataset with 1.9M reactions from patents (1976-2016). Predict the reactants needed to synthesize the given product. Given the product [C:24]([CH:23]([NH:22][C:20]([C@@H:15]1[CH2:16][CH2:17][CH2:18][CH2:19][C@@H:14]1[NH:13][C:11]([C:3]1[N:2]([CH3:1])[C:10]2[C:5]([CH:4]=1)=[CH:6][CH:7]=[CH:8][CH:9]=2)=[O:12])=[O:21])[CH2:27][CH2:28][C:29]#[N:31])#[N:26], predict the reactants needed to synthesize it. The reactants are: [CH3:1][N:2]1[C:10]2[C:5](=[CH:6][CH:7]=[CH:8][CH:9]=2)[CH:4]=[C:3]1[C:11]([NH:13][C@H:14]1[CH2:19][CH2:18][CH2:17][CH2:16][C@H:15]1[C:20]([NH:22][C@@H:23]([CH2:27][CH2:28][C:29]([NH2:31])=O)[C:24]([NH2:26])=O)=[O:21])=[O:12].FC(F)(F)C(OC(=O)C(F)(F)F)=O.Cl.